From a dataset of Forward reaction prediction with 1.9M reactions from USPTO patents (1976-2016). Predict the product of the given reaction. (1) Given the reactants [Cl:1][C:2]1[CH:27]=[CH:26][C:5]2=[N:6][N:7]([CH2:9][C:10]3[C:18]4[C:13](=[N:14][CH:15]=[CH:16][CH:17]=4)[N:12](C(OC(C)(C)C)=O)[N:11]=3)[N:8]=[C:4]2[C:3]=1[O:28][C:29]1[CH:34]=[C:33]([Cl:35])[CH:32]=[C:31]([C:36]#[N:37])[C:30]=1[Cl:38], predict the reaction product. The product is: [Cl:38][C:30]1[C:29]([O:28][C:3]2[C:4]3[C:5](=[N:6][N:7]([CH2:9][C:10]4[C:18]5[C:13](=[N:14][CH:15]=[CH:16][CH:17]=5)[NH:12][N:11]=4)[N:8]=3)[CH:26]=[CH:27][C:2]=2[Cl:1])=[CH:34][C:33]([Cl:35])=[CH:32][C:31]=1[C:36]#[N:37]. (2) Given the reactants [CH3:1][C:2]1[C:8]([OH:9])=[CH:7][CH:6]=[CH:5][C:3]=1[OH:4].[OH-].[Na+].S(OC)(O[CH3:16])(=O)=O, predict the reaction product. The product is: [CH3:1][C:2]1[C:3]([O:4][CH3:16])=[CH:5][CH:6]=[CH:7][C:8]=1[OH:9]. (3) Given the reactants Br[C:2]1[CH:7]=[CH:6][C:5]([C:8]([F:11])([F:10])[F:9])=[CH:4][CH:3]=1.[Mg].II.[CH:15]1[C:24]2[C:19](=[CH:20][CH:21]=[CH:22][CH:23]=2)[CH:18]=[CH:17][N:16]=1.Cl[C:26]([O:28][CH2:29][CH3:30])=[O:27].N#N, predict the reaction product. The product is: [F:9][C:8]([F:11])([F:10])[C:5]1[CH:6]=[CH:7][C:2]([CH:15]2[C:24]3[C:19](=[CH:20][CH:21]=[CH:22][CH:23]=3)[CH:18]=[CH:17][N:16]2[C:26]([O:28][CH2:29][CH3:30])=[O:27])=[CH:3][CH:4]=1. (4) Given the reactants Cl[C:2]1[N:3]=[C:4]([N:22]2[CH2:27][CH2:26][O:25][CH2:24][CH2:23]2)[C:5]2[CH:10]=[C:9]([CH2:11][N:12]3[CH2:17][CH2:16][N:15]([S:18]([CH3:21])(=[O:20])=[O:19])[CH2:14][CH2:13]3)[S:8][C:6]=2[N:7]=1.[CH:28]([C:30]1[CH:31]=[C:32](B(O)O)[CH:33]=[CH:34][CH:35]=1)=[O:29], predict the reaction product. The product is: [CH3:21][S:18]([N:15]1[CH2:16][CH2:17][N:12]([CH2:11][C:9]2[S:8][C:6]3[N:7]=[C:2]([C:34]4[CH:35]=[C:30]([CH:31]=[CH:32][CH:33]=4)[CH:28]=[O:29])[N:3]=[C:4]([N:22]4[CH2:27][CH2:26][O:25][CH2:24][CH2:23]4)[C:5]=3[CH:10]=2)[CH2:13][CH2:14]1)(=[O:20])=[O:19]. (5) Given the reactants [OH:1][CH:2]1[CH2:25][N:24](C(OC(C)(C)C)=O)[C:5]2=[N:6][C:7]([C:17]3[CH:22]=[CH:21][C:20]([CH3:23])=[CH:19][CH:18]=3)=[C:8]([C:10]3[CH:15]=[CH:14][C:13]([CH3:16])=[CH:12][CH:11]=3)[N:9]=[C:4]2[CH2:3]1.C(O)(=O)CC(CC(O)=O)(C(O)=O)O, predict the reaction product. The product is: [C:13]1([CH3:16])[CH:12]=[CH:11][C:10]([C:8]2[N:9]=[C:4]3[CH2:3][CH:2]([OH:1])[CH2:25][NH:24][C:5]3=[N:6][C:7]=2[C:17]2[CH:22]=[CH:21][C:20]([CH3:23])=[CH:19][CH:18]=2)=[CH:15][CH:14]=1. (6) The product is: [C:9]([C:8]1[CH:11]=[C:4]([N+:1]([O-:3])=[O:2])[CH:5]=[CH:6][C:7]=1[N:12]=[CH:15][N:16]([CH3:18])[CH3:17])#[N:10]. Given the reactants [N+:1]([C:4]1[CH:11]=[C:8]([C:9]#[N:10])[C:7]([NH2:12])=[CH:6][CH:5]=1)([O-:3])=[O:2].CO[CH:15](OC)[N:16]([CH3:18])[CH3:17], predict the reaction product.